From a dataset of Full USPTO retrosynthesis dataset with 1.9M reactions from patents (1976-2016). Predict the reactants needed to synthesize the given product. (1) The reactants are: F[C:2]1[CH:25]=[CH:24][C:5]([CH2:6][C:7]2[C:15](=[O:16])[N:14]3[C:10]([NH:11][C:12]4[CH:20]=[CH:19][CH:18]=[CH:17][C:13]=43)=[C:9]([C:21]#[N:22])[C:8]=2[CH3:23])=[CH:4][CH:3]=1.[N+:26](C1C=CC(CC(C(C)=O)C(OC)=O)=CC=1)([O-:28])=[O:27]. Given the product [CH3:23][C:8]1[C:9]([C:21]#[N:22])=[C:10]2[N:14]([C:15](=[O:16])[C:7]=1[CH2:6][C:5]1[CH:24]=[CH:25][C:2]([N+:26]([O-:28])=[O:27])=[CH:3][CH:4]=1)[C:13]1[CH:17]=[CH:18][CH:19]=[CH:20][C:12]=1[NH:11]2, predict the reactants needed to synthesize it. (2) Given the product [CH3:1][C:2]1[CH:3]=[C:4]([CH:8]=[CH:9][C:10]=1[C:11]([N:13]1[CH2:17][CH2:16][CH2:15][CH2:14]1)=[O:12])[C:5]([NH:61][C@H:59]([C:57]1[NH:56][C:55]2[CH:62]=[CH:63][C:52]([N+:49]([O-:51])=[O:50])=[CH:53][C:54]=2[N:58]=1)[CH3:60])=[O:7], predict the reactants needed to synthesize it. The reactants are: [CH3:1][C:2]1[CH:3]=[C:4]([CH:8]=[CH:9][C:10]=1[C:11]([N:13]1[CH2:17][CH2:16][CH2:15][CH2:14]1)=[O:12])[C:5]([OH:7])=O.CN(C(ON1N=NC2C=CC=CC1=2)=[N+](C)C)C.[B-](F)(F)(F)F.C(N(C(C)C)CC)(C)C.[N+:49]([C:52]1[CH:63]=[CH:62][C:55]2[NH:56][C:57]([C@@H:59]([NH2:61])[CH3:60])=[N:58][C:54]=2[CH:53]=1)([O-:51])=[O:50]. (3) Given the product [I:25][CH:6]1[C:7](=[O:8])[NH:1][C:2]2[CH:12]=[CH:11][CH:10]=[CH:9][C:3]=2[CH2:4][CH2:5]1, predict the reactants needed to synthesize it. The reactants are: [NH:1]1[C:7](=[O:8])[CH2:6][CH2:5][CH2:4][C:3]2[CH:9]=[CH:10][CH:11]=[CH:12][C:2]1=2.CN(CCN(C)C)C.[Si]([I:25])(C)(C)C.II. (4) Given the product [C:1]([C:3]1[C:11]2[C:6](=[CH:7][C:8]([OH:12])=[CH:9][CH:10]=2)[N:5]([CH2:15][CH3:16])[C:4]=1[C:17]1[CH:22]=[CH:21][C:20]([NH:23][C:24]([CH:26]2[CH2:28][CH2:27]2)=[O:25])=[CH:19][CH:18]=1)#[N:2], predict the reactants needed to synthesize it. The reactants are: [C:1]([C:3]1[C:11]2[C:6](=[CH:7][C:8]([O:12]CC)=[CH:9][CH:10]=2)[N:5]([CH2:15][CH3:16])[C:4]=1[C:17]1[CH:22]=[CH:21][C:20]([NH:23][C:24]([CH:26]2[CH2:28][CH2:27]2)=[O:25])=[CH:19][CH:18]=1)#[N:2].B(Br)(Br)Br.C([O-])(O)=O.[Na+]. (5) The reactants are: [C:1]([O:5][C:6]([N:8]1[CH2:13][CH2:12][CH:11]([CH2:14][CH2:15][CH2:16][O:17][C:18]2[CH:23]=[CH:22][C:21]([C:24]([OH:26])=O)=[C:20]([F:27])[CH:19]=2)[CH2:10][CH2:9]1)=[O:7])([CH3:4])([CH3:3])[CH3:2].[CH:28]([N:31](C(C)C)CC)(C)[CH3:29].CN(C(ON1N=NC2C=CC=NC1=2)=[N+](C)C)C.F[P-](F)(F)(F)(F)F.C(N)C. Given the product [C:1]([O:5][C:6]([N:8]1[CH2:9][CH2:10][CH:11]([CH2:14][CH2:15][CH2:16][O:17][C:18]2[CH:23]=[CH:22][C:21]([C:24](=[O:26])[NH:31][CH2:28][CH3:29])=[C:20]([F:27])[CH:19]=2)[CH2:12][CH2:13]1)=[O:7])([CH3:3])([CH3:2])[CH3:4], predict the reactants needed to synthesize it.